The task is: Predict which catalyst facilitates the given reaction.. This data is from Catalyst prediction with 721,799 reactions and 888 catalyst types from USPTO. (1) Reactant: B.C1COCC1.[Br:7][C:8]1[CH:9]=[C:10]([CH:14]=[C:15]([I:17])[CH:16]=1)[C:11](O)=[O:12]. Product: [Br:7][C:8]1[CH:9]=[C:10]([CH2:11][OH:12])[CH:14]=[C:15]([I:17])[CH:16]=1. The catalyst class is: 1. (2) Reactant: [CH3:1][S:2][C:3]1[S:4][C:5]2[CH:11]=[CH:10][CH:9]=[CH:8][C:6]=2[N:7]=1.[C:12]1([CH3:23])[CH:17]=[CH:16][C:15]([S:18]([O:21]C)(=[O:20])=[O:19])=[CH:14][CH:13]=1. Product: [CH3:23][C:12]1[CH:13]=[CH:14][C:15]([S:18]([O-:21])(=[O:20])=[O:19])=[CH:16][CH:17]=1.[CH3:12][N+:7]1[C:6]2[CH:8]=[CH:9][CH:10]=[CH:11][C:5]=2[S:4][C:3]=1[S:2][CH3:1]. The catalyst class is: 21. (3) Reactant: [OH:1][C:2]1[CH:7]=[CH:6][C:5]([C:8](=[O:10])[CH3:9])=[C:4]([CH3:11])[CH:3]=1.O.[OH-].[Na+].Cl[CH:16]([F:18])[F:17]. Product: [F:17][CH:16]([F:18])[O:1][C:2]1[CH:7]=[CH:6][C:5]([C:8](=[O:10])[CH3:9])=[C:4]([CH3:11])[CH:3]=1. The catalyst class is: 440. (4) Reactant: Cl[C:2]1[N:7]=[C:6]([N:8]2[CH2:14][CH2:13][CH2:12][N:11]([CH3:15])[CH2:10][CH2:9]2)[CH:5]=[N:4][CH:3]=1.[CH:16]([C:18]1[CH:19]=[C:20](B(O)O)[CH:21]=[CH:22][CH:23]=1)=[O:17].C(=O)([O-])[O-].[Cs+].[Cs+]. Product: [CH3:15][N:11]1[CH2:12][CH2:13][CH2:14][N:8]([C:6]2[N:7]=[C:2]([C:22]3[CH:23]=[C:18]([CH:19]=[CH:20][CH:21]=3)[CH:16]=[O:17])[CH:3]=[N:4][CH:5]=2)[CH2:9][CH2:10]1. The catalyst class is: 708. (5) Reactant: [C:1]1([CH3:13])[CH:6]=[C:5]([CH3:7])[CH:4]=[C:3]([CH3:8])[C:2]=1[S:9](Cl)(=[O:11])=[O:10].[CH3:14][C:15]1[CH:20]=[CH:19][C:18]([CH3:21])=[CH:17][C:16]=1[CH3:22].[Al+3].[Cl-].[Cl-].[Cl-].Cl. Product: [CH3:13][C:1]1[CH:6]=[C:5]([CH3:7])[CH:4]=[C:3]([CH3:8])[C:2]=1[S:9]([C:19]1[CH:20]=[C:15]([CH3:14])[C:16]([CH3:22])=[CH:17][C:18]=1[CH3:21])(=[O:11])=[O:10]. The catalyst class is: 2.